Predict the reaction yield, written as a fraction of the theoretical maximum amount of product (1.0 means a 100% yield; for example, 0.34 means a 34% yield). From a dataset of Reaction yield outcomes from USPTO patents with 853,638 reactions. (1) The reactants are [CH3:1][Mg+].[Br-].[F:4][C:5]1[CH:10]=[CH:9][CH:8]=[CH:7][C:6]=1[N:11]1[CH:16]=[C:15]([O:17][CH3:18])[C:14](=[O:19])[C:13]([C:20](N(OC)C)=[O:21])=[N:12]1. The catalyst is C1COCC1. The product is [C:20]([C:13]1[C:14](=[O:19])[C:15]([O:17][CH3:18])=[CH:16][N:11]([C:6]2[CH:7]=[CH:8][CH:9]=[CH:10][C:5]=2[F:4])[N:12]=1)(=[O:21])[CH3:1]. The yield is 0.850. (2) The reactants are [NH2:1][C:2]1[C:10]([F:11])=[CH:9][C:8]([C:12]2[CH:13]=[C:14]3[C:20]([C:21]4[CH:26]=[CH:25][CH:24]=[CH:23][C:22]=4[O:27][CH3:28])=[N:19][NH:18][C:15]3=[N:16][CH:17]=2)=[CH:7][C:3]=1[C:4]([OH:6])=O.F[P-](F)(F)(F)(F)F.N1(O[P+](N2CCCC2)(N2CCCC2)N2CCCC2)C2C=CC=CC=2N=N1.[CH3:62][N:63]([CH3:69])[CH:64]1[CH2:68][CH2:67][NH:66][CH2:65]1. The catalyst is CN(C=O)C.C(#N)C. The product is [NH2:1][C:2]1[C:10]([F:11])=[CH:9][C:8]([C:12]2[CH:13]=[C:14]3[C:20]([C:21]4[CH:26]=[CH:25][CH:24]=[CH:23][C:22]=4[O:27][CH3:28])=[N:19][NH:18][C:15]3=[N:16][CH:17]=2)=[CH:7][C:3]=1[C:4]([N:66]1[CH2:67][CH2:68][CH:64]([N:63]([CH3:69])[CH3:62])[CH2:65]1)=[O:6]. The yield is 0.100. (3) The product is [Cl:19][C:15]1[CH:14]=[C:13]([CH:11]2[CH2:12][NH:8][CH2:9][CH:10]2[N:20]([CH2:22][C:23]2[CH:28]=[CH:27][C:26]([C:29]([F:32])([F:30])[F:31])=[C:25]([F:33])[CH:24]=2)[CH3:21])[CH:18]=[CH:17][CH:16]=1. The reactants are C([N:8]1[CH2:12][CH:11]([C:13]2[CH:18]=[CH:17][CH:16]=[C:15]([Cl:19])[CH:14]=2)[CH:10]([N:20]([CH2:22][C:23]2[CH:28]=[CH:27][C:26]([C:29]([F:32])([F:31])[F:30])=[C:25]([F:33])[CH:24]=2)[CH3:21])[CH2:9]1)C1C=CC=CC=1.ClC(OCC(Cl)(Cl)Cl)=O. The yield is 0.440. The catalyst is CC#N. (4) The reactants are [CH:1]1([O:6][C:7]2[CH:8]=[C:9]([CH2:12][C:13]3[CH:18]=[CH:17][C:16]([N+:19]([O-])=O)=[CH:15][CH:14]=3)[S:10][CH:11]=2)[CH2:5][CH2:4][CH2:3][CH2:2]1.O.[Sn](Cl)Cl.C(=O)(O)[O-].[Na+].C(OCC)(=O)C. The catalyst is C(O)C. The product is [CH:1]1([O:6][C:7]2[CH:8]=[C:9]([CH2:12][C:13]3[CH:14]=[CH:15][C:16]([NH2:19])=[CH:17][CH:18]=3)[S:10][CH:11]=2)[CH2:2][CH2:3][CH2:4][CH2:5]1. The yield is 0.410.